From a dataset of Full USPTO retrosynthesis dataset with 1.9M reactions from patents (1976-2016). Predict the reactants needed to synthesize the given product. (1) Given the product [Br:1][C:2]1[CH:7]=[CH:6][C:5]([NH:8][C:9]2[N:13]([CH3:14])[C:12]3[CH:15]=[C:16]([O:29][CH3:30])[C:17]([O:19][C:20]4([CH:26]5[CH2:33][N:32]([CH2:37][CH2:38][NH:39][CH:43]=[O:47])[CH2:36][CH2:35]5)[CH:25]=[CH:24][CH:23]=[CH:22][NH:21]4)=[CH:18][C:11]=3[N:10]=2)=[CH:4][C:3]=1[CH3:31], predict the reactants needed to synthesize it. The reactants are: [Br:1][C:2]1[CH:7]=[CH:6][C:5]([NH:8][C:9]2[N:13]([CH3:14])[C:12]3[CH:15]=[C:16]([O:29][CH3:30])[C:17]([O:19][C:20]4([C:26](O)=O)[CH:25]=[CH:24][CH:23]=[CH:22][NH:21]4)=[CH:18][C:11]=3[N:10]=2)=[CH:4][C:3]=1[CH3:31].[N:32]1([CH2:37][CH2:38][NH2:39])[CH2:36][CH2:35]C[CH2:33]1.CN([C:43]([O:47]N1N=NC2C=CC=CC1=2)=[N+](C)C)C.F[P-](F)(F)(F)(F)F.C(N(CC)C(C)C)(C)C. (2) Given the product [C:19]([O:22][C@@H:23]1[C@@H:35]([O:36][C:37](=[O:39])[CH3:38])[C@H:34]([O:40][C:41](=[O:43])[CH3:42])[C@@H:33]([CH2:44][O:45][C:46](=[O:48])[CH3:47])[O:32][C@H:24]1[O:16][C:9]1[CH:10]=[C:11]([CH3:15])[CH:12]=[C:13]([CH3:14])[C:8]=1[CH2:7][C:6]1[CH:17]=[CH:18][C:3]([O:2][CH3:1])=[CH:4][CH:5]=1)(=[O:21])[CH3:20], predict the reactants needed to synthesize it. The reactants are: [CH3:1][O:2][C:3]1[CH:18]=[CH:17][C:6]([CH2:7][C:8]2[C:13]([CH3:14])=[CH:12][C:11]([CH3:15])=[CH:10][C:9]=2[OH:16])=[CH:5][CH:4]=1.[C:19]([O:22][C@@H:23]1[C@@H:35]([O:36][C:37](=[O:39])[CH3:38])[C@H:34]([O:40][C:41](=[O:43])[CH3:42])[C@@H:33]([CH2:44][O:45][C:46](=[O:48])[CH3:47])[O:32][C@@H:24]1OC(=N)C(Cl)(Cl)Cl)(=[O:21])[CH3:20]. (3) Given the product [F:20][C:21]1[C:22]([O:30][CH3:31])=[C:23]([C:2]2[CH:3]=[N:4][C:5]3[N:6]([CH:8]=[C:9]([CH2:11][O:12][C:13]4[CH:18]=[C:17]([F:19])[CH:16]=[CH:15][N:14]=4)[N:10]=3)[CH:7]=2)[CH:24]=[CH:25][CH:26]=1, predict the reactants needed to synthesize it. The reactants are: Br[C:2]1[CH:3]=[N:4][C:5]2[N:6]([CH:8]=[C:9]([CH2:11][O:12][C:13]3[CH:18]=[C:17]([F:19])[CH:16]=[CH:15][N:14]=3)[N:10]=2)[CH:7]=1.[F:20][C:21]1[C:22]([O:30][CH3:31])=[C:23](B(O)O)[CH:24]=[CH:25][CH:26]=1. (4) Given the product [CH2:15]([C:10]1([C:13]#[N:14])[CH2:11][CH2:12][N:8]([C:6]2[CH:5]=[CH:4][N:3]=[C:2]([NH:28][C:27]3[CH:26]=[CH:25][C:24]([N:18]4[CH2:23][CH2:22][O:21][CH2:20][CH2:19]4)=[CH:30][CH:29]=3)[N:7]=2)[C:9]1=[O:17])[CH3:16], predict the reactants needed to synthesize it. The reactants are: Cl[C:2]1[N:7]=[C:6]([N:8]2[CH2:12][CH2:11][C:10]([CH2:15][CH3:16])([C:13]#[N:14])[C:9]2=[O:17])[CH:5]=[CH:4][N:3]=1.[N:18]1([C:24]2[CH:30]=[CH:29][C:27]([NH2:28])=[CH:26][CH:25]=2)[CH2:23][CH2:22][O:21][CH2:20][CH2:19]1.C(O)(=O)C. (5) Given the product [Cl:27][C:25]1[CH:24]=[CH:23][C:22]([OH:28])=[C:21]([NH:20][C:2]2[NH:6][C:5]3[CH:7]=[CH:8][C:9]([S:11]([N:14]4[CH2:19][CH2:18][O:17][CH2:16][CH2:15]4)(=[O:13])=[O:12])=[CH:10][C:4]=3[N:3]=2)[CH:26]=1, predict the reactants needed to synthesize it. The reactants are: Cl[C:2]1[NH:6][C:5]2[CH:7]=[CH:8][C:9]([S:11]([N:14]3[CH2:19][CH2:18][O:17][CH2:16][CH2:15]3)(=[O:13])=[O:12])=[CH:10][C:4]=2[N:3]=1.[NH2:20][C:21]1[CH:26]=[C:25]([Cl:27])[CH:24]=[CH:23][C:22]=1[OH:28].Cl. (6) Given the product [F:1][C:2]1[CH:3]=[C:4]2[C:8](=[CH:9][CH:10]=1)[NH:7][CH:6]=[C:5]2[S:21]([N:24]1[CH2:25][CH2:26][O:27][CH2:28][CH2:29]1)(=[O:22])=[O:23], predict the reactants needed to synthesize it. The reactants are: [F:1][C:2]1[CH:3]=[C:4]2[C:8](=[CH:9][CH:10]=1)[N:7](S(C1C=CC(C)=CC=1)(=O)=O)[CH:6]=[C:5]2[S:21]([N:24]1[CH2:29][CH2:28][O:27][CH2:26][CH2:25]1)(=[O:23])=[O:22].[OH-].[K+]. (7) Given the product [NH2:22][C:3]1[C:4]([Cl:21])=[CH:5][C:6]([CH:8]2[CH2:9][CH2:10][N:11]([C:14]([O:16][C:17]([CH3:19])([CH3:18])[CH3:20])=[O:15])[CH2:12][CH2:13]2)=[N:7][C:2]=1[NH2:1], predict the reactants needed to synthesize it. The reactants are: [NH2:1][C:2]1[N:7]=[C:6]([C:8]2[CH2:13][CH2:12][N:11]([C:14]([O:16][C:17]([CH3:20])([CH3:19])[CH3:18])=[O:15])[CH2:10][CH:9]=2)[CH:5]=[C:4]([Cl:21])[C:3]=1[N+:22]([O-])=O.CO.